From a dataset of Reaction yield outcomes from USPTO patents with 853,638 reactions. Predict the reaction yield, written as a fraction of the theoretical maximum amount of product (1.0 means a 100% yield; for example, 0.34 means a 34% yield). (1) The reactants are [OH-].[Na+].[Cl:3][C:4]1[CH:13]=[CH:12][CH:11]=[C:10]([CH:14]2[CH2:16][CH2:15]2)[C:5]=1[C:6]([O:8]C)=[O:7].Cl. The catalyst is CCO.O. The product is [Cl:3][C:4]1[CH:13]=[CH:12][CH:11]=[C:10]([CH:14]2[CH2:15][CH2:16]2)[C:5]=1[C:6]([OH:8])=[O:7]. The yield is 0.860. (2) The reactants are [Li+].C[Si]([N-][Si](C)(C)C)(C)C.[O:11]=[C:12]1[CH2:16][CH2:15][CH2:14][N:13]1[C:17]([O:19][C:20]([CH3:23])([CH3:22])[CH3:21])=[O:18].Br[CH2:25][C:26]1[CH:31]=[CH:30][C:29]([Cl:32])=[CH:28][CH:27]=1.C1C[O:36]CC1. No catalyst specified. The product is [C:20]([O:19][C:17]([NH:13][CH2:14][CH2:15][CH:16]([CH2:25][C:26]1[CH:31]=[CH:30][C:29]([Cl:32])=[CH:28][CH:27]=1)[C:12]([OH:36])=[O:11])=[O:18])([CH3:23])([CH3:22])[CH3:21]. The yield is 0.0940.